Dataset: Forward reaction prediction with 1.9M reactions from USPTO patents (1976-2016). Task: Predict the product of the given reaction. (1) Given the reactants CS(O[CH:6]1[CH2:9][N:8]([CH:10]([C:17]2[CH:22]=[CH:21][CH:20]=[CH:19][CH:18]=2)[C:11]2[CH:16]=[CH:15][CH:14]=[CH:13][CH:12]=2)[CH2:7]1)(=O)=O.[NH:23]1[CH2:27][CH2:26][CH2:25][CH2:24]1.C(=O)(O)[O-].[Na+], predict the reaction product. The product is: [C:11]1([CH:10]([C:17]2[CH:22]=[CH:21][CH:20]=[CH:19][CH:18]=2)[N:8]2[CH2:9][CH:6]([N:23]3[CH2:27][CH2:26][CH2:25][CH2:24]3)[CH2:7]2)[CH:16]=[CH:15][CH:14]=[CH:13][CH:12]=1. (2) The product is: [CH3:22][CH:21]([S:18]([NH:17][CH2:16][CH:15]([C:10]1[CH:9]=[CH:8][C:7]2[C:12](=[CH:13][CH:14]=[C:5]([O:4][CH2:3][CH2:2][NH:1][CH2:25][C:26]3[CH:31]=[CH:30][CH:29]=[CH:28][CH:27]=3)[CH:6]=2)[CH:11]=1)[CH3:24])(=[O:20])=[O:19])[CH3:23]. Given the reactants [NH2:1][CH2:2][CH2:3][O:4][C:5]1[CH:6]=[C:7]2[C:12](=[CH:13][CH:14]=1)[CH:11]=[C:10]([CH:15]([CH3:24])[CH2:16][NH:17][S:18]([CH:21]([CH3:23])[CH3:22])(=[O:20])=[O:19])[CH:9]=[CH:8]2.[CH:25](=O)[C:26]1[CH:31]=[CH:30][CH:29]=[CH:28][CH:27]=1.[BH4-].[Na+], predict the reaction product. (3) Given the reactants [CH2:1]([N:3]([CH2:21][CH3:22])[C:4]1[CH:9]=[CH:8][C:7]([C@@H:10]([NH:13][C:14](=[O:20])[O:15][C:16](C)(C)C)CO)=[CH:6][CH:5]=1)[CH3:2].S(Cl)(Cl)=O.[F-].[Cs+].[NH2:29][CH:30]1[CH2:35][CH2:34][CH2:33][CH2:32][CH:31]1[NH2:36].[CH:37](O)=O, predict the reaction product. The product is: [NH:29]1[C:30]2[CH:35]=[CH:34][C:33]([N:13]3[C@@H:10]([C:7]4[CH:6]=[CH:5][C:4]([N:3]([CH2:1][CH3:2])[CH2:21][CH3:22])=[CH:9][CH:8]=4)[CH2:16][O:15][C:14]3=[O:20])=[CH:32][C:31]=2[N:36]=[CH:37]1. (4) Given the reactants Br[C:2]1[CH:7]=[N:6][C:5]([Br:8])=[CH:4][N:3]=1.Cl.[F:10][C:11]1([F:17])[CH2:16][CH2:15][NH:14][CH2:13][CH2:12]1.C(=O)([O-])[O-].[Cs+].[Cs+].O, predict the reaction product. The product is: [Br:8][C:5]1[CH:4]=[N:3][C:2]([N:14]2[CH2:15][CH2:16][C:11]([F:17])([F:10])[CH2:12][CH2:13]2)=[CH:7][N:6]=1. (5) Given the reactants C(=O)([O-])[O-].[Na+].[Na+].[Cl:7][C:8]1[CH:17]=[C:16]2[C:11]([C:12]([CH3:20])([CH3:19])[CH2:13][C:14](=[O:18])[NH:15]2)=[CH:10][C:9]=1[CH2:21][CH2:22][CH2:23]Cl.Cl.[N:26]1([C:32]2[C:36]3[CH:37]=[CH:38][CH:39]=[CH:40][C:35]=3[S:34][N:33]=2)[CH2:31][CH2:30][NH:29][CH2:28][CH2:27]1, predict the reaction product. The product is: [Cl:7][C:8]1[CH:17]=[C:16]2[C:11]([C:12]([CH3:20])([CH3:19])[CH2:13][C:14](=[O:18])[NH:15]2)=[CH:10][C:9]=1[CH2:21][CH2:22][CH2:23][N:29]1[CH2:30][CH2:31][N:26]([C:32]2[C:36]3[CH:37]=[CH:38][CH:39]=[CH:40][C:35]=3[S:34][N:33]=2)[CH2:27][CH2:28]1. (6) Given the reactants CCN(C(C)C)C(C)C.[CH3:10][C:11]1[C:16]([NH:17][C:18]2[N:23]=[C:22]([C:24]3[CH:25]=[N:26][CH:27]=[CH:28][CH:29]=3)[CH:21]=[CH:20][N:19]=2)=[CH:15][C:14]([NH2:30])=[CH:13][N:12]=1.[CH2:31]([N:33]1[CH2:38][CH2:37][N:36]([CH2:39][C:40]2[CH:48]=[CH:47][C:43]([C:44](O)=[O:45])=[CH:42][CH:41]=2)[CH2:35][CH2:34]1)[CH3:32].F[P-](F)(F)(F)(F)F.N1(O[P+](N(C)C)(N(C)C)N(C)C)C2C=CC=CC=2N=N1, predict the reaction product. The product is: [CH2:31]([N:33]1[CH2:38][CH2:37][N:36]([CH2:39][C:40]2[CH:41]=[CH:42][C:43]([C:44]([NH:30][C:14]3[CH:13]=[N:12][C:11]([CH3:10])=[C:16]([NH:17][C:18]4[N:23]=[C:22]([C:24]5[CH:25]=[N:26][CH:27]=[CH:28][CH:29]=5)[CH:21]=[CH:20][N:19]=4)[CH:15]=3)=[O:45])=[CH:47][CH:48]=2)[CH2:35][CH2:34]1)[CH3:32]. (7) The product is: [CH3:3][C:15](=[C:14]([CH3:22])[CH3:13])[CH2:16][CH2:17][C:18](=[CH2:19])[CH2:20][CH2:21][Si:26]([O:30][CH2:31][CH3:32])([O:27][CH2:28][CH3:29])[O:25][CH2:23][CH3:24]. Given the reactants N#N.[C:3](=O)=O.C(O)(C)C.C[Mg]Cl.[CH3:13][C:14]([CH3:22])=[CH:15][CH2:16][CH2:17][C:18]([CH:20]=[CH2:21])=[CH2:19].[CH2:23]([O:25][SiH:26]([O:30][CH2:31][CH3:32])[O:27][CH2:28][CH3:29])[CH3:24], predict the reaction product.